Task: Predict the product of the given reaction.. Dataset: Forward reaction prediction with 1.9M reactions from USPTO patents (1976-2016) Given the reactants Cl[C:2]1[N:3]=[CH:4][C:5]([C:13]([N:15]2[CH2:20][CH2:19][O:18][CH2:17][CH2:16]2)=[O:14])=[C:6]2[C:10]([CH3:11])=[CH:9][N:8]([CH3:12])[C:7]=12.[Cl:21][C:22]1[CH:23]=[C:24]([CH:26]=[CH:27][CH:28]=1)[NH2:25], predict the reaction product. The product is: [Cl:21][C:22]1[CH:23]=[C:24]([NH:25][C:2]2[N:3]=[CH:4][C:5]([C:13]([N:15]3[CH2:20][CH2:19][O:18][CH2:17][CH2:16]3)=[O:14])=[C:6]3[C:10]([CH3:11])=[CH:9][N:8]([CH3:12])[C:7]=23)[CH:26]=[CH:27][CH:28]=1.